From a dataset of Full USPTO retrosynthesis dataset with 1.9M reactions from patents (1976-2016). Predict the reactants needed to synthesize the given product. (1) Given the product [F:46][C:55]([CH3:56])([CH3:53])[CH2:76][N:74]1[CH2:73][CH2:14][CH:13]([CH:11]([C:10]2[N:5]3[N:6]=[CH:7][CH:8]=[CH:9][C:4]3=[C:3]([C:24]([NH:27][CH2:28][C:29]3[C:30](=[O:38])[NH:31][C:32]([CH3:37])=[CH:33][C:34]=3[O:35][CH3:36])=[O:26])[C:2]=2[CH3:1])[CH3:12])[CH2:18][CH2:75]1, predict the reactants needed to synthesize it. The reactants are: [CH3:1][C:2]1[C:3]([C:24]([OH:26])=O)=[C:4]2[CH:9]=[CH:8][CH:7]=[N:6][N:5]2[C:10]=1[CH:11]([CH:13]1[CH2:18]CN(CC(F)(F)F)C[CH2:14]1)[CH3:12].[NH2:27][CH2:28][C:29]1[C:30](=[O:38])[NH:31][C:32]([CH3:37])=[CH:33][C:34]=1[O:35][CH3:36].C(N(CC)CC)C.[F:46][P-](F)(F)(F)(F)F.[C:53]([C:55](=NO[C+](N(C)C)N1CCOCC1)[C:56](OCC)=O)#N.[CH3:73][N:74]([CH:76]=O)[CH3:75]. (2) Given the product [Br:2][C:3]1[CH:8]=[C:7]([O:15][CH2:12][CH2:13][CH3:14])[CH:6]=[CH:5][N:4]=1, predict the reactants needed to synthesize it. The reactants are: [Na].[Br:2][C:3]1[CH:8]=[C:7]([N+]([O-])=O)[CH:6]=[CH:5][N:4]=1.[CH2:12]([OH:15])[CH2:13][CH3:14].